Dataset: Peptide-MHC class I binding affinity with 185,985 pairs from IEDB/IMGT. Task: Regression. Given a peptide amino acid sequence and an MHC pseudo amino acid sequence, predict their binding affinity value. This is MHC class I binding data. (1) The peptide sequence is ALNVTESF. The MHC is Mamu-B17 with pseudo-sequence Mamu-B17. The binding affinity (normalized) is 0. (2) The peptide sequence is PQETGRQTALF. The MHC is Mamu-A07 with pseudo-sequence Mamu-A07. The binding affinity (normalized) is 0. (3) The peptide sequence is SIKFKRKLM. The MHC is HLA-A69:01 with pseudo-sequence HLA-A69:01. The binding affinity (normalized) is 0.0847. (4) The peptide sequence is YVDRFYKTL. The MHC is HLA-B58:01 with pseudo-sequence HLA-B58:01. The binding affinity (normalized) is 0.202.